Dataset: CYP2D6 inhibition data for predicting drug metabolism from PubChem BioAssay. Task: Regression/Classification. Given a drug SMILES string, predict its absorption, distribution, metabolism, or excretion properties. Task type varies by dataset: regression for continuous measurements (e.g., permeability, clearance, half-life) or binary classification for categorical outcomes (e.g., BBB penetration, CYP inhibition). Dataset: cyp2d6_veith. (1) The molecule is CN1CCN(c2ncc3nc(-c4cccc(C#N)c4)c(=O)n(C)c3n2)CC1. The result is 0 (non-inhibitor). (2) The molecule is Cc1cccc(-c2nc(CN3CCCC(C(=O)NC4CCCCC4)C3)c(C)o2)c1. The result is 1 (inhibitor). (3) The compound is c1ccc(CNc2ccnc(-c3ccoc3)n2)cc1. The result is 1 (inhibitor). (4) The drug is O=C(O)[C@@H](O)[C@@H](O)[C@H](O)[C@H](O)CO. The result is 0 (non-inhibitor). (5) The result is 0 (non-inhibitor). The compound is O=c1nc(N2CCOCC2)ccn1-c1nc(-c2ccccc2)oc1-c1ccccc1.